Dataset: Human liver microsome stability data. Task: Regression/Classification. Given a drug SMILES string, predict its absorption, distribution, metabolism, or excretion properties. Task type varies by dataset: regression for continuous measurements (e.g., permeability, clearance, half-life) or binary classification for categorical outcomes (e.g., BBB penetration, CYP inhibition). Dataset: hlm. (1) The molecule is CN1CCc2nc(C(=O)NC3CN(C(=O)N(C)C)CCC3NC(=O)c3cc4cc(Cl)ccc4[nH]3)sc2C1. The result is 1 (stable in human liver microsomes). (2) The molecule is Cn1c(CCc2ccccc2)nc2cc(/C=C/C(=O)NO)ccc21. The result is 0 (unstable in human liver microsomes).